This data is from Forward reaction prediction with 1.9M reactions from USPTO patents (1976-2016). The task is: Predict the product of the given reaction. (1) Given the reactants [OH-].[Rb+:2].[Fe-3:3]([C:14]#[N:15])([C:12]#[N:13])([C:10]#[N:11])([C:8]#[N:9])([C:6]#[N:7])[C:4]#[N:5].[K+].[K+].[K+].[K].[Fe-3](C#N)(C#N)(C#N)(C#N)(C#N)C#N, predict the reaction product. The product is: [Fe-3:3]([C:12]#[N:13])([C:8]#[N:9])([C:4]#[N:5])([C:6]#[N:7])([C:10]#[N:11])[C:14]#[N:15].[Rb+:2].[Rb+:2].[Rb+:2]. (2) Given the reactants [Cl:1][C:2]1[CH:3]=[C:4]([C:12]2([C:34]([F:37])([F:36])[F:35])[O:16][N:15]=[C:14]([C:17]3[CH:22]=[CH:21][C:20]([C:23]([N:25]4[CH2:30][C:29](=[O:31])[NH:28][C:27](=[O:32])[CH2:26]4)=[O:24])=[C:19]([CH3:33])[CH:18]=3)[CH2:13]2)[CH:5]=[C:6]([C:8]([F:11])([F:10])[F:9])[CH:7]=1.[F:38][C:39]([F:44])([F:43])[CH2:40][CH2:41]I.CN(C)C=O.C(=O)([O-])[O-].[K+].[K+], predict the reaction product. The product is: [Cl:1][C:2]1[CH:3]=[C:4]([C:12]2([C:34]([F:35])([F:36])[F:37])[O:16][N:15]=[C:14]([C:17]3[CH:22]=[CH:21][C:20]([C:23]([N:25]4[CH2:30][C:29](=[O:31])[N:28]([CH2:41][CH2:40][C:39]([F:44])([F:43])[F:38])[C:27](=[O:32])[CH2:26]4)=[O:24])=[C:19]([CH3:33])[CH:18]=3)[CH2:13]2)[CH:5]=[C:6]([C:8]([F:11])([F:10])[F:9])[CH:7]=1.